From a dataset of Ames mutagenicity test results for genotoxicity prediction. Regression/Classification. Given a drug SMILES string, predict its toxicity properties. Task type varies by dataset: regression for continuous values (e.g., LD50, hERG inhibition percentage) or binary classification for toxic/non-toxic outcomes (e.g., AMES mutagenicity, cardiotoxicity, hepatotoxicity). Dataset: ames. (1) The molecule is O=C1c2ccc3ccccc3c2-c2c1ccc1ccccc21. The result is 1 (mutagenic). (2) The molecule is Cc1cc2c3ccccc3cc3ccc4cccc1c4c32. The result is 1 (mutagenic). (3) The drug is O=NN1CCSCC1. The result is 1 (mutagenic). (4) The compound is CC(C)CCOS(C)(=O)=O. The result is 1 (mutagenic).